Dataset: Reaction yield outcomes from USPTO patents with 853,638 reactions. Task: Predict the reaction yield, written as a fraction of the theoretical maximum amount of product (1.0 means a 100% yield; for example, 0.34 means a 34% yield). (1) The reactants are [Br:1][C:2]1[CH:7]=[CH:6][C:5]([NH2:8])=[C:4](I)[CH:3]=1.[C:10]1(B2OC(C)(C)C(C)(C)O2)[CH2:15][CH2:14][CH2:13][CH2:12][CH:11]=1.C([O-])([O-])=O.[Na+].[Na+].CCOC(C)=O. The catalyst is O1CCOCC1.C1C=CC([P]([Pd]([P](C2C=CC=CC=2)(C2C=CC=CC=2)C2C=CC=CC=2)([P](C2C=CC=CC=2)(C2C=CC=CC=2)C2C=CC=CC=2)[P](C2C=CC=CC=2)(C2C=CC=CC=2)C2C=CC=CC=2)(C2C=CC=CC=2)C2C=CC=CC=2)=CC=1. The product is [Br:1][C:2]1[CH:7]=[CH:6][C:5]([NH2:8])=[C:4]([C:10]2[CH2:15][CH2:14][CH2:13][CH2:12][CH:11]=2)[CH:3]=1. The yield is 0.870. (2) The reactants are [H-].[Na+].[C:3]([O:7][C:8]([NH:10][C:11]1[CH:16]=[CH:15][C:14]([OH:17])=[CH:13][CH:12]=1)=[O:9])([CH3:6])([CH3:5])[CH3:4].[N+](C1C=C(S(O[CH2:31][C@H:32]2[O:34][CH2:33]2)(=O)=O)C=CC=1)([O-])=O. The catalyst is CN(C)C=O. The product is [C:3]([O:7][C:8]([NH:10][C:11]1[CH:12]=[CH:13][C:14]([O:17][CH2:31][C@H:32]2[O:34][CH2:33]2)=[CH:15][CH:16]=1)=[O:9])([CH3:6])([CH3:4])[CH3:5]. The yield is 0.830.